This data is from Reaction yield outcomes from USPTO patents with 853,638 reactions. The task is: Predict the reaction yield, written as a fraction of the theoretical maximum amount of product (1.0 means a 100% yield; for example, 0.34 means a 34% yield). (1) The reactants are [NH:1]1[CH2:4][CH:3]([C:5]2[C:6]([O:26][CH3:27])=[C:7]([CH:13]([N:15]3[C:19]4=[N:20][CH:21]=[N:22][C:23]([NH2:24])=[C:18]4[C:17]([Br:25])=[N:16]3)[CH3:14])[CH:8]=[C:9]([Cl:12])[C:10]=2[CH3:11])[CH2:2]1.[CH2:28]([N:30](CC)CC)[CH3:29].BrCC#N. The catalyst is C(#N)C.CN(C=O)C. The product is [NH2:24][C:23]1[N:22]=[CH:21][N:20]=[C:19]2[N:15]([CH:13]([C:7]3[C:6]([O:26][CH3:27])=[C:5]([CH:3]4[CH2:4][N:1]([CH2:29][C:28]#[N:30])[CH2:2]4)[C:10]([CH3:11])=[C:9]([Cl:12])[CH:8]=3)[CH3:14])[N:16]=[C:17]([Br:25])[C:18]=12. The yield is 0.300. (2) The reactants are [NH2:1][C:2]1[CH:7]=[CH:6][C:5]([CH2:8][C:9]([O:11][CH2:12][CH3:13])=[O:10])=[CH:4][CH:3]=1.[Cl:14][C:15]1[CH:20]=[CH:19][C:18]([C:21]2[O:25][N:24]=[CH:23][C:22]=2[CH2:26][CH2:27][C:28](O)=[O:29])=[CH:17][CH:16]=1.O.ON1C2C=CC=CC=2N=N1.Cl.C(N=C=NCCCN(C)C)C. The catalyst is O.CN(C)C=O. The yield is 0.930. The product is [CH2:12]([O:11][C:9]([CH2:8][C:5]1[CH:4]=[CH:3][C:2]([NH:1][C:28](=[O:29])[CH2:27][CH2:26][C:22]2[CH:23]=[N:24][O:25][C:21]=2[C:18]2[CH:19]=[CH:20][C:15]([Cl:14])=[CH:16][CH:17]=2)=[CH:7][CH:6]=1)=[O:10])[CH3:13].